From a dataset of Experimentally validated miRNA-target interactions with 360,000+ pairs, plus equal number of negative samples. Binary Classification. Given a miRNA mature sequence and a target amino acid sequence, predict their likelihood of interaction. The miRNA is hsa-miR-625-5p with sequence AGGGGGAAAGUUCUAUAGUCC. The protein sequence of the target gene is MSEAGEEQPMETTGATENGHEAVPEASRGRGWTGAAAGAGGATAAPPSGNQNGAEGDQINASKNEEDAGKMFVGGLSWDTSKKDLKDYFTKFGEVVDCTIKMDPNTGRSRGFGFILFKDAASVEKVLDQKEHRLDGRVIDPKKAMAMKKDPVKKIFVGGLNPESPTEEKIREYFGEFGEIEAIELPMDPKLNKRRGFVFITFKEEEPVKKVLEKKFHTVSGSKCEIKVAQPKEVYQQQQYGSGGRGNRNRGNRGSGGGGGGGGQSQSWNQGYGNYWNQGYGYQQGYGPGYGGYDYSPYGY.... Result: 1 (interaction).